Dataset: Full USPTO retrosynthesis dataset with 1.9M reactions from patents (1976-2016). Task: Predict the reactants needed to synthesize the given product. (1) Given the product [Cl:1][C:2]1[CH:3]=[C:4]([N:32]([CH2:42][CH3:43])[C@H:33]2[CH2:34][CH2:35][C@H:36]([N:39]([CH3:40])[CH3:41])[CH2:37][CH2:38]2)[C:5]([CH3:31])=[C:6]([CH:30]=1)[C:7]([NH:9][CH2:10][C:11]1[C:16](=[O:17])[N:15]2[NH:18][CH:19]=[CH:20][C:14]2=[CH:13][C:12]=1[CH3:29])=[O:8], predict the reactants needed to synthesize it. The reactants are: [Cl:1][C:2]1[CH:3]=[C:4]([N:32]([CH2:42][CH3:43])[C@H:33]2[CH2:38][CH2:37][C@H:36]([N:39]([CH3:41])[CH3:40])[CH2:35][CH2:34]2)[C:5]([CH3:31])=[C:6]([CH:30]=1)[C:7]([NH:9][CH2:10][C:11]1[C:16](=[O:17])[N:15]2[N:18](COCC[Si](C)(C)C)[CH:19]=[CH:20][C:14]2=[CH:13][C:12]=1[CH3:29])=[O:8].CC1C=CC(S([O-])(=O)=O)=CC=1.[NH+]1C=CC=CC=1. (2) Given the product [CH3:32][O:31][CH2:30][O:29][C:18]1[CH:17]=[C:7]([CH2:8][OH:9])[CH:6]=[C:5]([O:4][CH2:3][O:2][CH3:1])[C:19]=1[CH2:20]/[CH:21]=[CH:22]/[C:23]1[CH:28]=[CH:27][CH:26]=[CH:25][CH:24]=1, predict the reactants needed to synthesize it. The reactants are: [CH3:1][O:2][CH2:3][O:4][C:5]1[CH:6]=[C:7]([CH:17]=[C:18]([O:29][CH2:30][O:31][CH3:32])[C:19]=1[CH2:20]/[CH:21]=[CH:22]/[C:23]1[CH:28]=[CH:27][CH:26]=[CH:25][CH:24]=1)[CH2:8][O:9][Si](C(C)(C)C)(C)C.CCCC[N+](CCCC)(CCCC)CCCC.[F-].